From a dataset of Full USPTO retrosynthesis dataset with 1.9M reactions from patents (1976-2016). Predict the reactants needed to synthesize the given product. Given the product [N:1]1[CH:6]=[CH:5][CH:4]=[CH:3][C:2]=1[S:7][S:8][CH2:9][CH2:10][CH:11]([S:15]([OH:18])(=[O:17])=[O:16])[C:12]([OH:14])=[O:13], predict the reactants needed to synthesize it. The reactants are: [N:1]1[CH:6]=[CH:5][CH:4]=[CH:3][C:2]=1[S:7][S:8][CH2:9][CH2:10][CH2:11][C:12]([OH:14])=[O:13].[S:15](Cl)(=[O:18])(=[O:17])[OH:16].C(N(C(C)C)C(C)C)C.C([O-])([O-])=O.[Na+].[Na+].OP(O)(O)=O.